This data is from Forward reaction prediction with 1.9M reactions from USPTO patents (1976-2016). The task is: Predict the product of the given reaction. (1) The product is: [Cl:1][C:2]1[C:7]([C:8]2[O:13][C:12]([O:14][CH3:15])=[CH:11][N:10]=2)=[CH:6][N:5]=[C:4]2[NH:16][CH:17]=[CH:18][C:3]=12. Given the reactants [Cl:1][C:2]1[C:7]([C:8]([NH:10][CH2:11][C:12]([O:14][CH3:15])=[O:13])=O)=[CH:6][N:5]=[C:4]2[NH:16][CH:17]=[CH:18][C:3]=12.O=P12OP3(OP(OP(O3)(O1)=O)(=O)O2)=O.C(=O)([O-])O.[Na+], predict the reaction product. (2) Given the reactants [C:1]([C:3]1[CH:8]=[CH:7][C:6]([N:9](CC)[C:10](=O)[CH3:11])=[CH:5][CH:4]=1)#[N:2].C(=O)([O-])[O-].[K+].[K+], predict the reaction product. The product is: [CH2:10]([NH:9][C:6]1[CH:7]=[CH:8][C:3]([C:1]#[N:2])=[CH:4][CH:5]=1)[CH3:11]. (3) Given the reactants C[C:2]1[C:7]([C:8]#[N:9])=[CH:6][N:5]=[C:4]([O:10][CH3:11])[C:3]=1[CH3:12].[Br:13]N1C(=O)CCC1=O, predict the reaction product. The product is: [Br:13][CH2:12][C:3]1[C:4]([O:10][CH3:11])=[N:5][CH:6]=[C:7]([CH:2]=1)[C:8]#[N:9]. (4) Given the reactants [Cl:1][CH2:2][C:3](Cl)=[O:4].[NH:6]1[CH2:10][CH2:9][CH2:8][CH2:7]1.C(=O)([O-])[O-].[K+].[K+], predict the reaction product. The product is: [Cl:1][CH2:2][C:3]([N:6]1[CH2:10][CH2:9][CH2:8][CH2:7]1)=[O:4].